Dataset: Forward reaction prediction with 1.9M reactions from USPTO patents (1976-2016). Task: Predict the product of the given reaction. (1) Given the reactants [CH:1]([C:4]1([O:14][C:15](=[O:18])[CH:16]=[CH2:17])[CH:11]2[CH2:12][CH:7]3[CH2:8][CH:9]([CH2:13][CH:5]1[CH2:6]3)[CH2:10]2)([CH3:3])[CH3:2].C(OC(C12CC3CC(CC(C3)C1)C2)(C)C(C)C)(=[O:22])C=C, predict the reaction product. The product is: [OH:22][C:9]12[CH2:13][CH:5]3[CH2:6][CH:7]([CH2:12][CH:11]([C:4]3([CH:1]([CH3:3])[CH3:2])[O:14][C:15](=[O:18])[CH:16]=[CH2:17])[CH2:10]1)[CH2:8]2. (2) The product is: [NH2:10][C:3]1[C:2]([CH3:1])=[CH:7][C:6]([OH:8])=[CH:5][C:4]=1[OH:9]. Given the reactants [CH3:1][C:2]1[C:3]([N+:10]([O-])=O)=[C:4]([OH:9])[CH:5]=[C:6]([OH:8])[CH:7]=1.[H][H], predict the reaction product. (3) Given the reactants Cl.[CH2:2]([CH:9]1[CH2:14][CH2:13][N:12]([CH2:15][C:16]([OH:18])=O)[CH2:11][CH2:10]1)[C:3]1[CH:8]=[CH:7][CH:6]=[CH:5][CH:4]=1.[NH2:19][C@@H:20]([CH2:38][O:39][CH2:40][C:41]1[CH:46]=[CH:45][CH:44]=[CH:43][CH:42]=1)[C:21]([NH:23][C:24]1[CH:29]=[CH:28][C:27]([O:30][C:31]2[CH:36]=[CH:35][C:34]([F:37])=[CH:33][CH:32]=2)=[CH:26][CH:25]=1)=[O:22], predict the reaction product. The product is: [CH2:40]([O:39][CH2:38][C@H:20]([NH:19][C:16](=[O:18])[CH2:15][N:12]1[CH2:11][CH2:10][CH:9]([CH2:2][C:3]2[CH:4]=[CH:5][CH:6]=[CH:7][CH:8]=2)[CH2:14][CH2:13]1)[C:21]([NH:23][C:24]1[CH:29]=[CH:28][C:27]([O:30][C:31]2[CH:36]=[CH:35][C:34]([F:37])=[CH:33][CH:32]=2)=[CH:26][CH:25]=1)=[O:22])[C:41]1[CH:46]=[CH:45][CH:44]=[CH:43][CH:42]=1. (4) Given the reactants [NH:1]1[C:9]2[C:4](=[CH:5][CH:6]=[CH:7][CH:8]=2)[C:3]([CH:10]=[CH:11][C:12]2[CH:17]=[C:16]([N:18]3[CH2:23][CH2:22][O:21][CH2:20][CH2:19]3)[CH:15]=[CH:14][C:13]=2[NH2:24])=[N:2]1.C(N(CC)CC)C.[CH3:32][N:33]1[CH:37]=[CH:36][CH:35]=[C:34]1[C:38]([Cl:40])=[O:39].C(=O)([O-])O.[Na+], predict the reaction product. The product is: [ClH:40].[NH:1]1[C:9]2[C:4](=[CH:5][CH:6]=[CH:7][CH:8]=2)[C:3](/[CH:10]=[CH:11]/[C:12]2[CH:17]=[C:16]([N:18]3[CH2:19][CH2:20][O:21][CH2:22][CH2:23]3)[CH:15]=[CH:14][C:13]=2[NH:24][C:38]([C:34]2[N:33]([CH3:32])[CH:37]=[CH:36][CH:35]=2)=[O:39])=[N:2]1. (5) Given the reactants C([N:8]1[C@H:13]([C:14]2[CH:19]=[CH:18][CH:17]=[CH:16][CH:15]=2)[CH2:12][O:11][C@H:10]([CH2:20][O:21][CH3:22])[CH2:9]1)C1C=CC=CC=1.C1(C)C=CC(S(O)(=O)=O)=CC=1.[H][H], predict the reaction product. The product is: [CH3:22][O:21][CH2:20][C@H:10]1[O:11][CH2:12][C@@H:13]([C:14]2[CH:19]=[CH:18][CH:17]=[CH:16][CH:15]=2)[NH:8][CH2:9]1. (6) Given the reactants [CH2:1]([O:3][C:4](=[O:29])[CH:5]([C:27]#[N:28])[CH:6]([C:17]1[C:26]2[C:21](=[CH:22][CH:23]=[CH:24][CH:25]=2)[CH:20]=[CH:19][CH:18]=1)[C:7]1[C:16]2[C:11](=[CH:12][CH:13]=[CH:14][CH:15]=2)[CH:10]=[CH:9][CH:8]=1)[CH3:2].[CH3:30][Si]([N-][Si](C)(C)C)(C)C.[Na+].CI, predict the reaction product. The product is: [C:27]([C:5]([CH3:30])([CH:6]([C:17]1[C:26]2[C:21](=[CH:22][CH:23]=[CH:24][CH:25]=2)[CH:20]=[CH:19][CH:18]=1)[C:7]1[C:16]2[C:11](=[CH:12][CH:13]=[CH:14][CH:15]=2)[CH:10]=[CH:9][CH:8]=1)[C:4]([O:3][CH2:1][CH3:2])=[O:29])#[N:28].